Dataset: Reaction yield outcomes from USPTO patents with 853,638 reactions. Task: Predict the reaction yield, written as a fraction of the theoretical maximum amount of product (1.0 means a 100% yield; for example, 0.34 means a 34% yield). (1) The reactants are [CH2:1]([O:8][C:9]1[C:10](Cl)=[N:11][CH:12]=[CH:13][CH:14]=1)[C:2]1[CH:7]=[CH:6][CH:5]=[CH:4][CH:3]=1.O.[NH2:17][NH2:18].C([O-])([O-])=O.[K+].[K+]. The catalyst is CCO. The product is [CH2:1]([O:8][C:9]1[C:10]([NH:17][NH2:18])=[N:11][CH:12]=[CH:13][CH:14]=1)[C:2]1[CH:7]=[CH:6][CH:5]=[CH:4][CH:3]=1. The yield is 0.680. (2) The reactants are [H-].[Na+].[CH3:3][CH2:4][O:5][C:6]([CH:8]([C:16]([O:18][CH2:19][CH3:20])=[O:17])[CH2:9][C:10]1[CH:15]=[CH:14][CH:13]=[CH:12][CH:11]=1)=[O:7].Cl.[CH2:22]([C:26]1[N:27]([CH2:33][C:34]2[CH:39]=[CH:38][CH:37]=[CH:36][C:35]=2[Cl:40])[C:28](CCl)=[CH:29][N:30]=1)[CH2:23][CH2:24][CH3:25]. The catalyst is CN(C)C=O. The product is [CH2:22]([C:26]1[N:27]([CH2:33][C:34]2[CH:39]=[CH:38][CH:37]=[CH:36][C:35]=2[Cl:40])[C:28]([C:8]([CH2:9][C:10]2[CH:15]=[CH:14][CH:13]=[CH:12][CH:11]=2)([C:6]([O:5][CH2:4][CH3:3])=[O:7])[C:16]([O:18][CH2:19][CH3:20])=[O:17])=[CH:29][N:30]=1)[CH2:23][CH2:24][CH3:25]. The yield is 0.850. (3) The reactants are [C:1]1([NH:7][C:8]2[C:9]3[CH2:17][CH2:16][NH:15][CH2:14][C:10]=3[N:11]=[CH:12][N:13]=2)[CH:6]=[CH:5][CH:4]=[CH:3][CH:2]=1.Cl[C:19]1[C:24]([Cl:25])=[CH:23][CH:22]=[CH:21][N:20]=1.C(N(CC)C(C)C)(C)C. The catalyst is O1CCOCC1.CN(C)C(=O)C. The product is [Cl:25][C:24]1[C:19]([N:15]2[CH2:16][CH2:17][C:9]3[C:8]([NH:7][C:1]4[CH:2]=[CH:3][CH:4]=[CH:5][CH:6]=4)=[N:13][CH:12]=[N:11][C:10]=3[CH2:14]2)=[N:20][CH:21]=[CH:22][CH:23]=1. The yield is 0.270. (4) The reactants are [C:1]([O:5][C:6]([N:8]1[CH2:13][CH2:12][N:11]([C:14]2[CH:19]=[CH:18][C:17]([N+:20]([O-])=O)=[CH:16][CH:15]=2)[CH2:10][CH2:9]1)=[O:7])([CH3:4])([CH3:3])[CH3:2].Cl. The catalyst is CO.C(Cl)Cl.[Pd]. The product is [C:1]([O:5][C:6]([N:8]1[CH2:13][CH2:12][N:11]([C:14]2[CH:15]=[CH:16][C:17]([NH2:20])=[CH:18][CH:19]=2)[CH2:10][CH2:9]1)=[O:7])([CH3:4])([CH3:2])[CH3:3]. The yield is 0.720.